From a dataset of Forward reaction prediction with 1.9M reactions from USPTO patents (1976-2016). Predict the product of the given reaction. (1) Given the reactants [CH3:1][NH:2][C:3]([C:5]1[CH:6]=[CH:7][CH:8]=[C:9]2[C:13]=1[NH:12][CH2:11][CH2:10]2)=[O:4].[CH3:14][C:15]1[CH:20]=[C:19]([C:21]([F:24])([F:23])[F:22])[CH:18]=[CH:17][C:16]=1[N:25]=[C:26]=[O:27], predict the reaction product. The product is: [CH3:1][NH:2][C:3]([C:5]1[CH:6]=[CH:7][CH:8]=[C:9]2[C:13]=1[N:12]([C:26]([NH:25][C:16]1[CH:17]=[CH:18][C:19]([C:21]([F:22])([F:23])[F:24])=[CH:20][C:15]=1[CH3:14])=[O:27])[CH2:11][CH2:10]2)=[O:4]. (2) Given the reactants C(O[C:6]([NH:8][CH2:9][CH2:10][O:11][C:12]1[CH:17]=[CH:16][C:15]([CH2:18][C@@H:19]([O:29][C:30]2[CH:35]=[CH:34][C:33]([CH:36]([CH3:38])[CH3:37])=[CH:32][CH:31]=2)[C:20]([O:22][CH2:23][CH2:24][Si:25]([CH3:28])([CH3:27])[CH3:26])=[O:21])=[CH:14][CH:13]=1)=[O:7])(C)(C)C.[N:39]1[CH:44]=[CH:43][CH:42]=[CH:41][C:40]=1[C:45]1[CH:53]=[CH:52][C:48](C(O)=O)=[CH:47][CH:46]=1.C(P(=O)(OCC)OCC)#N, predict the reaction product. The product is: [CH:36]([C:33]1[CH:32]=[CH:31][C:30]([O:29][C@H:19]([CH2:18][C:15]2[CH:16]=[CH:17][C:12]([O:11][CH2:10][CH2:9][NH:8][C:6](=[O:7])[C:48]3[CH:47]=[CH:46][C:45]([C:40]4[CH:41]=[CH:42][CH:43]=[CH:44][N:39]=4)=[CH:53][CH:52]=3)=[CH:13][CH:14]=2)[C:20]([O:22][CH2:23][CH2:24][Si:25]([CH3:28])([CH3:27])[CH3:26])=[O:21])=[CH:35][CH:34]=1)([CH3:37])[CH3:38]. (3) Given the reactants [CH2:1]([S:3]([CH2:6][C:7]1[CH:15]=[CH:14][C:10]([C:11]([OH:13])=O)=[CH:9][CH:8]=1)(=[O:5])=[O:4])[CH3:2].[Cl:16][C:17]1[CH:23]=[CH:22][C:20]([NH2:21])=[CH:19][C:18]=1[C:24]1[CH:29]=[CH:28][CH:27]=[CH:26][N:25]=1, predict the reaction product. The product is: [Cl:16][C:17]1[CH:23]=[CH:22][C:20]([NH:21][C:11](=[O:13])[C:10]2[CH:9]=[CH:8][C:7]([CH2:6][S:3]([CH2:1][CH3:2])(=[O:4])=[O:5])=[CH:15][CH:14]=2)=[CH:19][C:18]=1[C:24]1[CH:29]=[CH:28][CH:27]=[CH:26][N:25]=1. (4) The product is: [F:10][C:11]1[CH:16]=[CH:15][C:14]([CH3:17])=[CH:13][C:12]=1[O:18][C:1](=[O:8])[C:2]1[CH:7]=[CH:6][CH:5]=[CH:4][CH:3]=1. Given the reactants [C:1](Cl)(=[O:8])[C:2]1[CH:7]=[CH:6][CH:5]=[CH:4][CH:3]=1.[F:10][C:11]1[CH:16]=[CH:15][C:14]([CH3:17])=[CH:13][C:12]=1[OH:18].C(N(CC)CC)C, predict the reaction product.